This data is from Forward reaction prediction with 1.9M reactions from USPTO patents (1976-2016). The task is: Predict the product of the given reaction. (1) Given the reactants [F:1][C:2]1[CH:3]=[C:4]([NH2:31])[CH:5]=[CH:6][C:7]=1[O:8][C:9]1[CH:14]=[CH:13][N:12]=[C:11]2[CH:15]=[C:16]([C:18]3[O:19][C:20]([CH2:23][N:24]4[CH2:29][CH2:28][N:27]([CH3:30])[CH2:26][CH2:25]4)=[CH:21][CH:22]=3)[S:17][C:10]=12.C1(C)C=CC=CC=1.C(O)C.[C:42]1([CH2:48][C:49]([N:51]=[C:52]=[S:53])=[O:50])[CH:47]=[CH:46][CH:45]=[CH:44][CH:43]=1, predict the reaction product. The product is: [F:1][C:2]1[CH:3]=[C:4]([NH:31][C:52]([NH:51][C:49](=[O:50])[CH2:48][C:42]2[CH:43]=[CH:44][CH:45]=[CH:46][CH:47]=2)=[S:53])[CH:5]=[CH:6][C:7]=1[O:8][C:9]1[CH:14]=[CH:13][N:12]=[C:11]2[CH:15]=[C:16]([C:18]3[O:19][C:20]([CH2:23][N:24]4[CH2:25][CH2:26][N:27]([CH3:30])[CH2:28][CH2:29]4)=[CH:21][CH:22]=3)[S:17][C:10]=12. (2) Given the reactants I(C1C=CC=CC=1C(O)=O)(=O)=O.[C:13]1([N:19]2[C:23]3[CH:24]=[C:25]([CH2:28][OH:29])[CH:26]=[CH:27][C:22]=3[N:21]=[CH:20]2)[CH:18]=[CH:17][CH:16]=[CH:15][CH:14]=1, predict the reaction product. The product is: [C:13]1([N:19]2[C:23]3[CH:24]=[C:25]([CH:28]=[O:29])[CH:26]=[CH:27][C:22]=3[N:21]=[CH:20]2)[CH:18]=[CH:17][CH:16]=[CH:15][CH:14]=1. (3) Given the reactants [CH2:1]([O:8][C@H:9]1[C@H:14]([O:15][CH2:16]C2C=CC=CC=2)[C@@H:13]([O:23][CH2:24][C:25]2[CH:30]=[CH:29][CH:28]=[CH:27][CH:26]=2)[C@@:12]([C:33]2[CH:38]=[CH:37][C:36]([Cl:39])=[C:35]([CH2:40][C:41]3[CH:46]=[CH:45][C:44]([O:47][CH2:48][CH3:49])=[C:43]([F:50])[C:42]=3[F:51])[CH:34]=2)([O:31][CH3:32])[O:11][C:10]1([CH2:54][OH:55])CO)C1C=CC=CC=1.F[C:57](F)(F)[C:58](O)=O.C(=O)(O)[O-].[Na+].O, predict the reaction product. The product is: [CH2:1]([O:8][C@H:9]1[C@H:14]([O:15][CH2:16][C:58]2[CH:57]=[CH:54][CH:10]=[CH:9][CH:14]=2)[C@@H:13]([O:23][CH2:24][C:25]2[CH:26]=[CH:27][CH:28]=[CH:29][CH:30]=2)[C@:12]2([C:33]3[CH:38]=[CH:37][C:36]([Cl:39])=[C:35]([CH2:40][C:41]4[CH:46]=[CH:45][C:44]([O:47][CH2:48][CH3:49])=[C:43]([F:50])[C:42]=4[F:51])[CH:34]=3)[O:11][C@@:10]1([CH2:54][OH:55])[CH2:32][O:31]2)[C:25]1[CH:30]=[CH:29][CH:28]=[CH:27][CH:26]=1. (4) Given the reactants [F:1][C:2]1[CH:7]=[CH:6][CH:5]=[CH:4][C:3]=1[N:8]1[C:12]([CH2:13][O:14][CH3:15])=[C:11]([C:16]([OH:18])=O)[N:10]=[N:9]1.O[N:20]=[C:21]([C:23]1[CH:24]=[C:25]2[C:29](=[CH:30][CH:31]=1)[NH:28][N:27]=[CH:26]2)[NH2:22], predict the reaction product. The product is: [F:1][C:2]1[CH:7]=[CH:6][CH:5]=[CH:4][C:3]=1[N:8]1[C:12]([CH2:13][O:14][CH3:15])=[C:11]([C:16]2[O:18][N:20]=[C:21]([C:23]3[CH:24]=[C:25]4[C:29](=[CH:30][CH:31]=3)[NH:28][N:27]=[CH:26]4)[N:22]=2)[N:10]=[N:9]1. (5) Given the reactants C([O:5][C:6](=[O:22])[CH2:7][O:8][C:9]1[N:14]=[CH:13][C:12]([C:15]2[CH:20]=[CH:19][CH:18]=[CH:17][C:16]=2[F:21])=[CH:11][N:10]=1)(C)(C)C, predict the reaction product. The product is: [F:21][C:16]1[CH:17]=[CH:18][CH:19]=[CH:20][C:15]=1[C:12]1[CH:13]=[N:14][C:9]([O:8][CH2:7][C:6]([OH:22])=[O:5])=[N:10][CH:11]=1. (6) Given the reactants O[CH2:2][CH2:3][O:4][CH2:5][C:6]([CH3:12])([CH3:11])[C:7]([O:9][CH3:10])=[O:8].N1C=CN=C1.C1(P(C2C=CC=CC=2)C2C=CC=CC=2)C=CC=CC=1.[I:37]I, predict the reaction product. The product is: [I:37][CH2:2][CH2:3][O:4][CH2:5][C:6]([CH3:12])([CH3:11])[C:7]([O:9][CH3:10])=[O:8]. (7) Given the reactants C[O:2][C:3](=[O:30])[CH2:4][C:5]1[C:13]2[C:8](=[N:9][CH:10]=[CH:11][CH:12]=2)[N:7]([CH2:14][C:15]2[CH:20]=[CH:19][C:18]([S:21]([CH3:24])(=[O:23])=[O:22])=[CH:17][C:16]=2[C:25]([F:28])([F:27])[F:26])[C:6]=1[CH3:29].C1COCC1.[OH-].[Na+], predict the reaction product. The product is: [CH3:24][S:21]([C:18]1[CH:19]=[CH:20][C:15]([CH2:14][N:7]2[C:8]3=[N:9][CH:10]=[CH:11][CH:12]=[C:13]3[C:5]([CH2:4][C:3]([OH:30])=[O:2])=[C:6]2[CH3:29])=[C:16]([C:25]([F:28])([F:27])[F:26])[CH:17]=1)(=[O:22])=[O:23].